From a dataset of NCI-60 drug combinations with 297,098 pairs across 59 cell lines. Regression. Given two drug SMILES strings and cell line genomic features, predict the synergy score measuring deviation from expected non-interaction effect. Drug 1: CS(=O)(=O)C1=CC(=C(C=C1)C(=O)NC2=CC(=C(C=C2)Cl)C3=CC=CC=N3)Cl. Drug 2: CCN(CC)CCNC(=O)C1=C(NC(=C1C)C=C2C3=C(C=CC(=C3)F)NC2=O)C. Cell line: A549. Synergy scores: CSS=4.02, Synergy_ZIP=-1.81, Synergy_Bliss=-3.17, Synergy_Loewe=-4.65, Synergy_HSA=-4.87.